This data is from Catalyst prediction with 721,799 reactions and 888 catalyst types from USPTO. The task is: Predict which catalyst facilitates the given reaction. (1) Reactant: F[C:2]1[CH:7]=[CH:6][C:5]([C:8](=[O:10])[CH3:9])=[C:4]([O:11][CH3:12])[CH:3]=1.[Cl:13][C:14]1[CH:19]=[CH:18][C:17]([OH:20])=[CH:16][CH:15]=1.C(=O)([O-])[O-].[K+].[K+].[Cl-].[NH4+]. Product: [Cl:13][C:14]1[CH:19]=[CH:18][C:17]([O:20][C:2]2[CH:7]=[CH:6][C:5]([C:8](=[O:10])[CH3:9])=[C:4]([O:11][CH3:12])[CH:3]=2)=[CH:16][CH:15]=1. The catalyst class is: 3. (2) The catalyst class is: 2. Reactant: [CH:1]1([C:4](Cl)=[O:5])[CH2:3][CH2:2]1.[N:7]1[C:17]2[N:16]3[CH2:18][CH2:19][N:20]([C:22]([O:24][C:25]([CH3:28])([CH3:27])[CH3:26])=[O:23])[CH2:21][CH:15]3[CH2:14][CH2:13][NH:12][C:11]=2[CH:10]=[CH:9][CH:8]=1. Product: [CH:1]1([C:4]([N:12]2[CH2:13][CH2:14][CH:15]3[CH2:21][N:20]([C:22]([O:24][C:25]([CH3:28])([CH3:27])[CH3:26])=[O:23])[CH2:19][CH2:18][N:16]3[C:17]3[N:7]=[CH:8][CH:9]=[CH:10][C:11]2=3)=[O:5])[CH2:3][CH2:2]1. (3) Reactant: [CH2:1]([N:8]1[CH:16]=[N:15][C:14]2[C:9]1=[N:10][CH:11]=[N:12][C:13]=2I)[C:2]1[CH:7]=[CH:6][CH:5]=[CH:4][CH:3]=1.[CH2:18]([O:20][CH:21]=[CH:22][Sn](CCCC)(CCCC)CCCC)[CH3:19]. Product: [CH2:1]([N:8]1[CH:16]=[N:15][C:14]2[C:9]1=[N:10][CH:11]=[N:12][C:13]=2[CH:19]=[CH:18][O:20][CH2:21][CH3:22])[C:2]1[CH:7]=[CH:6][CH:5]=[CH:4][CH:3]=1. The catalyst class is: 233. (4) Reactant: [OH:1][C:2]1[CH:9]=[C:8]([O:10][CH3:11])[CH:7]=[CH:6][C:3]=1[CH:4]=[O:5].[CH2:12](Br)[CH:13]=[CH2:14].C(=O)([O-])[O-].[K+].[K+]. Product: [CH2:14]([O:1][C:2]1[CH:9]=[C:8]([O:10][CH3:11])[CH:7]=[CH:6][C:3]=1[CH:4]=[O:5])[CH:13]=[CH2:12]. The catalyst class is: 21. (5) Reactant: [N:1]1([CH2:5][CH2:6][OH:7])[CH2:4][CH2:3][CH2:2]1.CC(C)([O-])C.[K+].F[C:15]1[CH:20]=[CH:19][N:18]2[C:21]([C:24]([NH:26][C:27]3[CH:35]=[CH:34][CH:33]=[C:32]4[C:28]=3[C:29]([CH:44]3[CH2:46][CH2:45]3)=[N:30][N:31]4[CH2:36][C:37]3[CH:42]=[CH:41][CH:40]=[C:39]([CH3:43])[N:38]=3)=[O:25])=[CH:22][N:23]=[C:17]2[CH:16]=1. Product: [N:1]1([CH2:5][CH2:6][O:7][C:15]2[CH:20]=[CH:19][N:18]3[C:21]([C:24]([NH:26][C:27]4[CH:35]=[CH:34][CH:33]=[C:32]5[C:28]=4[C:29]([CH:44]4[CH2:45][CH2:46]4)=[N:30][N:31]5[CH2:36][C:37]4[CH:42]=[CH:41][CH:40]=[C:39]([CH3:43])[N:38]=4)=[O:25])=[CH:22][N:23]=[C:17]3[CH:16]=2)[CH2:4][CH2:3][CH2:2]1. The catalyst class is: 107. (6) Reactant: [ClH:1].O.[N:3]1([C:9]2[N:14]=[C:13]([C:15]3[C:16]([C:22]([F:25])([F:24])[F:23])=[CH:17][C:18]([NH2:21])=[N:19][CH:20]=3)[CH:12]=[C:11]([N:26]3[CH2:31][CH2:30][O:29][CH2:28][CH2:27]3)[N:10]=2)[CH2:8][CH2:7][O:6][CH2:5][CH2:4]1. Product: [ClH:1].[N:3]1([C:9]2[N:14]=[C:13]([C:15]3[C:16]([C:22]([F:25])([F:23])[F:24])=[CH:17][C:18]([NH2:21])=[N:19][CH:20]=3)[CH:12]=[C:11]([N:26]3[CH2:27][CH2:28][O:29][CH2:30][CH2:31]3)[N:10]=2)[CH2:4][CH2:5][O:6][CH2:7][CH2:8]1. The catalyst class is: 5. (7) Reactant: [F:1][C:2]1[CH:7]=[CH:6][C:5]([NH:8][C:9](=[O:17])[C:10]2[CH:15]=[CH:14][C:13]([SH:16])=[N:12][CH:11]=2)=[CH:4][CH:3]=1.Br[CH2:19][C:20]1[CH:25]=[C:24]([O:26][CH3:27])[CH:23]=[CH:22][C:21]=1[Br:28].[OH-].[Na+].O. Product: [Br:28][C:21]1[CH:22]=[CH:23][C:24]([O:26][CH3:27])=[CH:25][C:20]=1[CH2:19][S:16][C:13]1[CH:14]=[CH:15][C:10]([C:9]([NH:8][C:5]2[CH:4]=[CH:3][C:2]([F:1])=[CH:7][CH:6]=2)=[O:17])=[CH:11][N:12]=1. The catalyst class is: 8. (8) Reactant: [CH3:1][O:2][CH2:3][O:4][C:5]1[C:6]([C:20](=[O:29])[C:21]2[CH:26]=[CH:25][C:24]([O:27][CH3:28])=[CH:23][CH:22]=2)=[C:7]([CH2:15][C:16]([O:18][CH3:19])=[O:17])[CH:8]=[C:9]([O:11][CH2:12][O:13][CH3:14])[CH:10]=1.II.FC(F)(F)C(O[I:37](C1C=CC=CC=1)OC(=O)C(F)(F)F)=O.S([O-])([O-])(=O)=S.[Na+].[Na+]. Product: [CH3:14][O:13][CH2:12][O:11][C:9]1[C:8]([I:37])=[C:7]([CH2:15][C:16]([O:18][CH3:19])=[O:17])[C:6]([C:20](=[O:29])[C:21]2[CH:22]=[CH:23][C:24]([O:27][CH3:28])=[CH:25][CH:26]=2)=[C:5]([O:4][CH2:3][O:2][CH3:1])[CH:10]=1. The catalyst class is: 46.